From a dataset of Forward reaction prediction with 1.9M reactions from USPTO patents (1976-2016). Predict the product of the given reaction. (1) Given the reactants Br[C:2]1[C:3]([O:23][CH3:24])=[C:4]([CH:10]([N:12]2[C:16]3=[N:17][CH:18]=[N:19][C:20]([NH2:21])=[C:15]3[C:14]([CH3:22])=[N:13]2)[CH3:11])[CH:5]=[C:6]([Cl:9])[C:7]=1[CH3:8].[Si]([O:32][CH2:33][CH2:34][N:35]1[CH:39]=[C:38](B2OC(C)(C)C(C)(C)O2)[CH:37]=[N:36]1)(C(C)(C)C)(C)C.C(=O)([O-])[O-].[Na+].[Na+].ClCCl, predict the reaction product. The product is: [NH2:21][C:20]1[N:19]=[CH:18][N:17]=[C:16]2[N:12]([CH:10]([C:4]3[C:3]([O:23][CH3:24])=[C:2]([C:38]4[CH:37]=[N:36][N:35]([CH2:34][CH2:33][OH:32])[CH:39]=4)[C:7]([CH3:8])=[C:6]([Cl:9])[CH:5]=3)[CH3:11])[N:13]=[C:14]([CH3:22])[C:15]=12. (2) Given the reactants [NH2:1][C:2]1[CH:7]=[CH:6][C:5]([Cl:8])=[CH:4][C:3]=1[C:9](=O)[CH2:10][Cl:11].[N:13]([O-])=O.[Na+].[Sn](Cl)Cl, predict the reaction product. The product is: [Cl:8][C:5]1[CH:4]=[C:3]2[C:2](=[CH:7][CH:6]=1)[NH:1][N:13]=[C:9]2[CH2:10][Cl:11]. (3) Given the reactants [C:1]1([CH3:19])[CH:6]=[CH:5][C:4]([C:7]2[O:8][C:9]3[CH:15]=[CH:14][C:13]([C:16]([OH:18])=O)=[CH:12][C:10]=3[N:11]=2)=[CH:3][CH:2]=1.CN(C(O[N:28]1N=N[C:30]2[CH:31]=[CH:32]C=N[C:29]1=2)=[N+](C)C)C.F[P-](F)(F)(F)(F)F.C(N(C(C)C)CC)(C)C.C(N)CCC, predict the reaction product. The product is: [CH2:29]([NH:28][C:16]([C:13]1[CH:14]=[CH:15][C:9]2[O:8][C:7]([C:4]3[CH:3]=[CH:2][C:1]([CH3:19])=[CH:6][CH:5]=3)=[N:11][C:10]=2[CH:12]=1)=[O:18])[CH2:30][CH2:31][CH3:32]. (4) Given the reactants [NH:1]1[C:9]2[C:4](=[CH:5][CH:6]=[CH:7][CH:8]=2)[C:3]([CH:10]=O)=[CH:2]1.CO.[C:14]([C:17]1[CH:22]=[CH:21][CH:20]=[CH:19][N:18]=1)(=[O:16])[CH3:15].N1CCCCC1, predict the reaction product. The product is: [NH:1]1[C:9]2[C:4](=[CH:5][CH:6]=[CH:7][CH:8]=2)[C:3](/[CH:10]=[CH:15]/[C:14]([C:17]2[CH:22]=[CH:21][CH:20]=[CH:19][N:18]=2)=[O:16])=[CH:2]1. (5) The product is: [C:1]([CH2:3][C:4]1[CH:9]=[CH:8][CH:7]=[C:6]([C:10]2[CH:11]=[CH:12][CH:13]=[CH:14][CH:15]=2)[C:5]=1[C:16]([OH:18])=[O:17])#[N:2]. Given the reactants [C:1]([CH2:3][C:4]1[CH:9]=[CH:8][CH:7]=[C:6]([C:10]2[CH:15]=[CH:14][CH:13]=[CH:12][CH:11]=2)[C:5]=1[C:16]([O:18]C(C)(C)C)=[O:17])#[N:2].Cl, predict the reaction product. (6) Given the reactants Cl.[CH3:2][O:3][C:4]1[CH:5]=[C:6]([NH:16][C:17]2[N:18]=[CH:19][C:20]3[CH2:26][NH:25][CH2:24][CH:23]([C:27]4[CH:32]=[CH:31][CH:30]=[CH:29][CH:28]=4)[C:21]=3[N:22]=2)[CH:7]=[CH:8][C:9]=1[N:10]1[CH:14]=[C:13]([CH3:15])[N:12]=[CH:11]1.C(N(C(C)C)CC)(C)C.[C:42](Cl)(=[O:44])[CH3:43], predict the reaction product. The product is: [CH3:2][O:3][C:4]1[CH:5]=[C:6]([NH:16][C:17]2[N:18]=[CH:19][C:20]3[CH2:26][N:25]([C:42](=[O:44])[CH3:43])[CH2:24][CH:23]([C:27]4[CH:32]=[CH:31][CH:30]=[CH:29][CH:28]=4)[C:21]=3[N:22]=2)[CH:7]=[CH:8][C:9]=1[N:10]1[CH:14]=[C:13]([CH3:15])[N:12]=[CH:11]1. (7) Given the reactants [OH:1][CH2:2][CH2:3][C:4]1[C:13]2[C:8](=[CH:9][CH:10]=[CH:11][CH:12]=2)[CH:7]=[CH:6][CH:5]=1.O[C:15]1[CH:30]=[CH:29][C:18]([CH2:19][CH:20]([C:25]([O:27][CH3:28])=[O:26])[C:21]([O:23][CH3:24])=[O:22])=[CH:17][CH:16]=1.CCOC(/N=N/C(OCC)=O)=O.C1C=CC(P(C2C=CC=CC=2)C2C=CC=CC=2)=CC=1, predict the reaction product. The product is: [C:4]1([CH2:3][CH2:2][O:1][C:15]2[CH:30]=[CH:29][C:18]([CH2:19][CH:20]([C:25]([O:27][CH3:28])=[O:26])[C:21]([O:23][CH3:24])=[O:22])=[CH:17][CH:16]=2)[C:13]2[C:8](=[CH:9][CH:10]=[CH:11][CH:12]=2)[CH:7]=[CH:6][CH:5]=1.